This data is from CYP2D6 inhibition data for predicting drug metabolism from PubChem BioAssay. The task is: Regression/Classification. Given a drug SMILES string, predict its absorption, distribution, metabolism, or excretion properties. Task type varies by dataset: regression for continuous measurements (e.g., permeability, clearance, half-life) or binary classification for categorical outcomes (e.g., BBB penetration, CYP inhibition). Dataset: cyp2d6_veith. (1) The compound is COc1cccc(/C=c2/s/c(=C(\C#N)C(=O)N3CCOCC3)n(-c3ccccc3)c2=O)c1. The result is 0 (non-inhibitor). (2) The drug is Nc1ccc(O)c(C(=O)O)c1. The result is 0 (non-inhibitor). (3) The compound is Cc1ccc2[nH]c(-c3ccccc3)c(CN(C)C)c(=O)c2c1. The result is 1 (inhibitor). (4) The result is 0 (non-inhibitor). The drug is CN1CCN(c2ncc3nc(-c4ccccc4)c(=O)n(C4CC4)c3n2)CC1.